The task is: Predict the product of the given reaction.. This data is from Forward reaction prediction with 1.9M reactions from USPTO patents (1976-2016). Given the reactants [CH2:1]([N:8]=[C:9]=[S:10])[C:2]1[CH:7]=[CH:6][CH:5]=[CH:4][CH:3]=1.Cl.[O-:12][Mn](=O)(=O)=O.[K+].[CH:18]([N:21]=[C:22]=[O:23])([CH3:20])[CH3:19], predict the reaction product. The product is: [CH2:1]([N:8]1[C:9](=[O:12])[S:10][N:21]([CH:18]([CH3:20])[CH3:19])[C:22]1=[O:23])[C:2]1[CH:7]=[CH:6][CH:5]=[CH:4][CH:3]=1.